Task: Binary Classification. Given a T-cell receptor sequence (or CDR3 region) and an epitope sequence, predict whether binding occurs between them.. Dataset: TCR-epitope binding with 47,182 pairs between 192 epitopes and 23,139 TCRs (1) The epitope is TSNQVAVLY. The TCR CDR3 sequence is CASSQESGRDYEQYF. Result: 0 (the TCR does not bind to the epitope). (2) The epitope is SSNVANYQK. The TCR CDR3 sequence is CASSLDWRGADSPLHF. Result: 0 (the TCR does not bind to the epitope). (3) The epitope is IPIQASLPF. The TCR CDR3 sequence is CASGLELNTEAFF. Result: 0 (the TCR does not bind to the epitope).